The task is: Regression/Classification. Given a drug SMILES string, predict its absorption, distribution, metabolism, or excretion properties. Task type varies by dataset: regression for continuous measurements (e.g., permeability, clearance, half-life) or binary classification for categorical outcomes (e.g., BBB penetration, CYP inhibition). Dataset: cyp3a4_veith.. This data is from CYP3A4 inhibition data for predicting drug metabolism from PubChem BioAssay. (1) The molecule is NC[C@@H](O)CSCc1ccc(Cl)cc1. The result is 0 (non-inhibitor). (2) The result is 1 (inhibitor). The drug is CC[C@@H](CO)Nc1nc(NCc2ccccc2)c2ncn(C(C)C)c2n1. (3) The molecule is Cc1cc(N2CCN(C)CC2)n2nc(-c3ccc(Cl)cc3)nc2n1. The result is 0 (non-inhibitor). (4) The compound is C[N+](C)(C)CC[N+]1(C)Cc2c(Cl)c(Cl)c(Cl)c(Cl)c2C1. The result is 0 (non-inhibitor). (5) The molecule is O=C(c1ccccc1)c1nc2ccccc2n(CCCn2c(=O)c(C(=O)c3ccccc3)nc3ccccc32)c1=O. The result is 1 (inhibitor). (6) The drug is CCOc1ccccc1NC(=O)CN1CCC(NC(=O)c2ccccc2)CC1. The result is 0 (non-inhibitor).